Predict the product of the given reaction. From a dataset of Forward reaction prediction with 1.9M reactions from USPTO patents (1976-2016). (1) The product is: [CH:22]1([CH:25]([C:32]2[CH:37]=[CH:36][N:35]=[C:34]([CH2:38][O:16][C:13]3[CH:14]=[CH:15][C:10]([C:3]4[CH:4]=[C:5]([O:8][CH3:9])[CH:6]=[CH:7][C:2]=4[F:1])=[C:11]([CH2:17][C:18]([CH3:21])([CH3:20])[CH3:19])[CH:12]=3)[CH:33]=2)[CH2:26][C:27]([O:29][CH2:30][CH3:31])=[O:28])[CH2:24][CH2:23]1. Given the reactants [F:1][C:2]1[CH:7]=[CH:6][C:5]([O:8][CH3:9])=[CH:4][C:3]=1[C:10]1[CH:15]=[CH:14][C:13]([OH:16])=[CH:12][C:11]=1[CH2:17][C:18]([CH3:21])([CH3:20])[CH3:19].[CH:22]1([CH:25]([C:32]2[CH:37]=[CH:36][N:35]=[C:34]([CH2:38]O)[CH:33]=2)[CH2:26][C:27]([O:29][CH2:30][CH3:31])=[O:28])[CH2:24][CH2:23]1.C1(P(C2C=CC=CC=2)C2C=CC=CC=2)C=CC=CC=1.N(C(OCC)=O)=NC(OCC)=O, predict the reaction product. (2) Given the reactants [C:1]12([C:11]3[N:12]=[C:13]([CH3:18])[S:14][C:15]=3[CH2:16]Cl)[CH2:10][CH:5]3[CH2:6][CH:7]([CH2:9][CH:3]([CH2:4]3)[CH2:2]1)[CH2:8]2.[N-:19]=[N+:20]=[N-:21].[Na+].O, predict the reaction product. The product is: [C:1]12([C:11]3[N:12]=[C:13]([CH3:18])[S:14][C:15]=3[CH2:16][N:19]=[N+:20]=[N-:21])[CH2:10][CH:5]3[CH2:6][CH:7]([CH2:9][CH:3]([CH2:4]3)[CH2:2]1)[CH2:8]2. (3) Given the reactants [CH3:1][C:2]1[CH:7]=[C:6]([C:8](=[O:33])[CH2:9][C@H:10]([C:18]2[CH:23]=[CH:22][C:21]([C:24]3[CH:29]=[CH:28][C:27]([C:30](O)=[O:31])=[CH:26][CH:25]=3)=[CH:20][CH:19]=2)[C:11]2[CH:16]=[CH:15][CH:14]=[CH:13][C:12]=2[CH3:17])[CH:5]=[CH:4][N:3]=1.Cl.[CH3:35][O:36][C:37](=[O:40])[CH2:38][NH2:39], predict the reaction product. The product is: [CH3:35][O:36][C:37](=[O:40])[CH2:38][NH:39][C:30]([C:27]1[CH:26]=[CH:25][C:24]([C:21]2[CH:20]=[CH:19][C:18]([C@H:10]([C:11]3[CH:16]=[CH:15][CH:14]=[CH:13][C:12]=3[CH3:17])[CH2:9][C:8]([C:6]3[CH:5]=[CH:4][N:3]=[C:2]([CH3:1])[CH:7]=3)=[O:33])=[CH:23][CH:22]=2)=[CH:29][CH:28]=1)=[O:31]. (4) Given the reactants [Br:1][C:2]1[CH:3]=[C:4]([CH:8]=[CH:9][CH:10]=1)[C:5](Cl)=[O:6].[CH3:11][O:12][C:13](=[O:19])[CH:14]=[C:15]([NH:17][CH3:18])[CH3:16].N1C=CC=CC=1.Cl.N1C=CC=CC=1, predict the reaction product. The product is: [CH3:11][O:12][C:13](=[O:19])[CH:14]([C:5](=[O:6])[C:4]1[CH:8]=[CH:9][CH:10]=[C:2]([Br:1])[CH:3]=1)/[C:15](=[N:17]/[CH3:18])/[CH3:16]. (5) Given the reactants [O:1]=[C:2]1[N:8]([CH:9]2[CH2:14][CH2:13][N:12]([C:15]([O:17][C@H:18]([CH2:40][C:41]3[CH:46]=[C:45]([C:47]([F:50])([F:49])[F:48])[C:44]([NH2:51])=[C:43]([Cl:52])[CH:42]=3)[C:19]([N:21]3[CH2:26][CH2:25][C:24]([N:28]4[CH2:33][CH2:32][N:31]([CH2:34][C:35]([O:37]CC)=[O:36])[CH2:30][CH2:29]4)([CH3:27])[CH2:23][CH2:22]3)=[O:20])=[O:16])[CH2:11][CH2:10]2)[CH2:7][CH2:6][C:5]2[CH:53]=[CH:54][CH:55]=[CH:56][C:4]=2[NH:3]1.[Li+].[OH-], predict the reaction product. The product is: [O:1]=[C:2]1[N:8]([CH:9]2[CH2:14][CH2:13][N:12]([C:15]([O:17][C@H:18]([CH2:40][C:41]3[CH:46]=[C:45]([C:47]([F:49])([F:48])[F:50])[C:44]([NH2:51])=[C:43]([Cl:52])[CH:42]=3)[C:19]([N:21]3[CH2:22][CH2:23][C:24]([N:28]4[CH2:33][CH2:32][N:31]([CH2:34][C:35]([OH:37])=[O:36])[CH2:30][CH2:29]4)([CH3:27])[CH2:25][CH2:26]3)=[O:20])=[O:16])[CH2:11][CH2:10]2)[CH2:7][CH2:6][C:5]2[CH:53]=[CH:54][CH:55]=[CH:56][C:4]=2[NH:3]1.